This data is from Forward reaction prediction with 1.9M reactions from USPTO patents (1976-2016). The task is: Predict the product of the given reaction. (1) Given the reactants [N:1]1[CH:6]=[CH:5][CH:4]=[CH:3][C:2]=1[C:7]1[O:8][C:9]2[CH2:14][CH2:13][NH:12][CH2:11][C:10]=2[N:15]=1.[C:16](Cl)(=[O:19])[O:17][CH3:18].C(N(CC)CC)C, predict the reaction product. The product is: [N:1]1[CH:6]=[CH:5][CH:4]=[CH:3][C:2]=1[C:7]1[O:8][C:9]2[CH2:14][CH2:13][N:12]([C:16]([O:17][CH3:18])=[O:19])[CH2:11][C:10]=2[N:15]=1. (2) Given the reactants [CH3:1][O:2][C:3]([C:5]1[S:6][C:7]([Sn](CCCC)(CCCC)CCCC)=[CH:8][C:9]=1[N:10]([C@H:20]1[CH2:25][CH2:24][C@H:23]([OH:26])[CH2:22][CH2:21]1)[C:11]([C@H:13]1[CH2:18][CH2:17][C@H:16]([CH3:19])[CH2:15][CH2:14]1)=[O:12])=[O:4].[O:40]([CH:47]1[CH2:52][CH2:51][C:50](OS(C(F)(F)F)(=O)=O)=[CH:49][CH2:48]1)[C:41]1[CH:46]=[CH:45][CH:44]=[CH:43][CH:42]=1, predict the reaction product. The product is: [CH3:1][O:2][C:3]([C:5]1[S:6][C:7]([C:50]2[CH2:51][CH2:52][CH:47]([O:40][C:41]3[CH:42]=[CH:43][CH:44]=[CH:45][CH:46]=3)[CH2:48][CH:49]=2)=[CH:8][C:9]=1[N:10]([C@H:20]1[CH2:21][CH2:22][C@H:23]([OH:26])[CH2:24][CH2:25]1)[C:11]([C@H:13]1[CH2:18][CH2:17][C@H:16]([CH3:19])[CH2:15][CH2:14]1)=[O:12])=[O:4]. (3) Given the reactants [C:1]([O:5][C:6](N[C@H]1C[C@@H](C(O)=O)C=C1)=O)(C)(C)[CH3:2].[C:17](=[O:20])([O-])[O-].[K+].[K+].[CH3:23]I.C[CH2:26][O:27][C:28]([CH3:30])=[O:29], predict the reaction product. The product is: [CH3:17][O:20][CH:30]1[C:28]([O:29][CH3:23])([O:27][CH3:26])[CH2:2][CH2:1][O:5][CH2:6]1. (4) Given the reactants Br[CH2:2][C:3]([C:5]1[CH:10]=[CH:9][C:8]([Br:11])=[CH:7][C:6]=1[F:12])=[O:4].[CH3:13][O:14][C:15]([NH:17][C@@H:18]1[CH:26]2[C:27](=[O:34])[CH2:28][C@H:29]([C:31]([OH:33])=[O:32])[CH2:30][N:24]3[C:25]2=[C:21]([CH:22]=[CH:23]3)[CH2:20][CH2:19]1)=[O:16].C(N(C(C)C)CC)(C)C, predict the reaction product. The product is: [Br:11][C:8]1[CH:9]=[CH:10][C:5]([C:3](=[O:4])[CH2:2][O:33][C:31]([C@@H:29]2[CH2:30][N:24]3[C:25]4[CH:26]([C@@H:18]([NH:17][C:15]([O:14][CH3:13])=[O:16])[CH2:19][CH2:20][C:21]=4[CH:22]=[CH:23]3)[C:27](=[O:34])[CH2:28]2)=[O:32])=[C:6]([F:12])[CH:7]=1. (5) Given the reactants [NH2:1][CH2:2][CH2:3]O.[C:13](O[C:13]([O:15][C:16]([CH3:19])([CH3:18])[CH3:17])=[O:14])([O:15][C:16]([CH3:19])([CH3:18])[CH3:17])=[O:14].C1(P(C2C=CC=CC=2)C2C=CC=CC=2)C=CC=CC=1.N1C=CN=C1.[I:44]I, predict the reaction product. The product is: [I:44][CH2:3][CH2:2][NH:1][C:13](=[O:14])[O:15][C:16]([CH3:17])([CH3:18])[CH3:19]. (6) Given the reactants [OH:1][C:2]1[CH:3]=[C:4]([CH:9]=[C:10]([O:12][C@H:13]2[CH2:17][CH2:16][N:15]([CH3:18])[C:14]2=[O:19])[CH:11]=1)[C:5]([O:7][CH3:8])=[O:6].Cl[C:21]1[N:22]=[CH:23][C:24]([C:27]([N:29]([CH3:31])[CH3:30])=[O:28])=[N:25][CH:26]=1.C(=O)([O-])[O-].[K+].[K+], predict the reaction product. The product is: [CH3:30][N:29]([CH3:31])[C:27]([C:24]1[N:25]=[CH:26][C:21]([O:1][C:2]2[CH:3]=[C:4]([CH:9]=[C:10]([O:12][C@H:13]3[CH2:17][CH2:16][N:15]([CH3:18])[C:14]3=[O:19])[CH:11]=2)[C:5]([O:7][CH3:8])=[O:6])=[N:22][CH:23]=1)=[O:28]. (7) Given the reactants [C:1]1([C:7]2[N:8]=[C:9]([CH:12]([NH2:14])[CH3:13])[NH:10][CH:11]=2)[CH:6]=[CH:5][CH:4]=[CH:3][CH:2]=1.[CH3:15][O:16][C:17]1[CH:18]=[C:19]([CH:22]=[CH:23][C:24]=1[O:25][CH3:26])[CH:20]=O.[BH4-].[Na+].Cl.[OH-].[Na+], predict the reaction product. The product is: [CH3:15][O:16][C:17]1[CH:18]=[C:19]([CH:22]=[CH:23][C:24]=1[O:25][CH3:26])[CH2:20][NH:14][CH:12]([C:9]1[NH:10][CH:11]=[C:7]([C:1]2[CH:2]=[CH:3][CH:4]=[CH:5][CH:6]=2)[N:8]=1)[CH3:13]. (8) Given the reactants [Cl:1][C:2]1[CH:7]=[CH:6][C:5]([O:8][CH3:9])=[C:4](I)[CH:3]=1.[Br:11][C:12]1[CH2:16][CH2:15][CH2:14][C:13]=1B(O)O.C(=O)([O-])[O-].[K+].[K+].O, predict the reaction product. The product is: [Br:11][C:12]1[CH2:16][CH2:15][CH2:14][C:13]=1[C:4]1[CH:3]=[C:2]([Cl:1])[CH:7]=[CH:6][C:5]=1[O:8][CH3:9]. (9) The product is: [Br:1][C:2]1[CH:7]=[CH:6][C:5]([C:8]2[N:9]=[N:10][N:11]([C:13]([C:14]3[CH:19]=[CH:18][CH:17]=[CH:16][CH:15]=3)([C:26]3[CH:27]=[CH:28][CH:29]=[CH:30][CH:31]=3)[C:20]3[CH:21]=[CH:22][CH:23]=[CH:24][CH:25]=3)[N:12]=2)=[CH:4][CH:3]=1. Given the reactants [Br:1][C:2]1[CH:7]=[CH:6][C:5]([C:8]2[NH:12][N:11]=[N:10][N:9]=2)=[CH:4][CH:3]=1.[C:13](Cl)([C:26]1[CH:31]=[CH:30][CH:29]=[CH:28][CH:27]=1)([C:20]1[CH:25]=[CH:24][CH:23]=[CH:22][CH:21]=1)[C:14]1[CH:19]=[CH:18][CH:17]=[CH:16][CH:15]=1.[OH-].[Na+], predict the reaction product. (10) Given the reactants [C:1]([O:5][C:6]([NH:8][CH2:9][C@H:10]1[CH2:15][CH2:14][C@H:13]([CH2:16][OH:17])[CH2:12][CH2:11]1)=[O:7])([CH3:4])([CH3:3])[CH3:2].[Cr](Cl)([O-])(=O)=O.[NH+]1C=CC=CC=1, predict the reaction product. The product is: [C:1]([O:5][C:6]([NH:8][CH2:9][C@H:10]1[CH2:11][CH2:12][C@H:13]([CH:16]=[O:17])[CH2:14][CH2:15]1)=[O:7])([CH3:3])([CH3:4])[CH3:2].